From a dataset of Forward reaction prediction with 1.9M reactions from USPTO patents (1976-2016). Predict the product of the given reaction. The product is: [O:27]=[C:26]([C:2]1[C:7]([C:8]([F:11])([F:10])[F:9])=[CH:6][CH:5]=[CH:4][N:3]=1)[CH2:25][NH:24][C:22](=[O:23])[O:21][C:18]([CH3:19])([CH3:17])[CH3:20]. Given the reactants Br[C:2]1[C:7]([C:8]([F:11])([F:10])[F:9])=[CH:6][CH:5]=[CH:4][N:3]=1.[Li]CCCC.[CH3:17][C:18]([O:21][C:22]([NH:24][CH2:25][C:26](N(OC)C)=[O:27])=[O:23])([CH3:20])[CH3:19], predict the reaction product.